Task: Predict the reaction yield, written as a fraction of the theoretical maximum amount of product (1.0 means a 100% yield; for example, 0.34 means a 34% yield).. Dataset: Reaction yield outcomes from USPTO patents with 853,638 reactions (1) The catalyst is [Pd].C(O)C.C1(C)C=CC(S(O)(=O)=O)=CC=1. The yield is 0.850. The reactants are [N+:1]([C:4]1[CH:9]=[CH:8][CH:7]=[C:6]([O:10][CH3:11])[C:5]=1[OH:12])([O-])=O.[CH2:13](OC(OCC)OCC)C. The product is [CH3:11][O:10][C:6]1[C:5]2[O:12][CH:13]=[N:1][C:4]=2[CH:9]=[CH:8][CH:7]=1. (2) The reactants are [CH2:1]([C:5]1[N:9]([CH2:10][C:11]2[CH:16]=[CH:15][C:14]([C:17]3[CH:22]=[CH:21][CH:20]=[CH:19][C:18]=3[C:23]#[N:24])=[CH:13][CH:12]=2)[C:8](=[O:25])[C:7]2([CH2:29][CH2:28][CH2:27][CH2:26]2)[N:6]=1)[CH2:2][CH2:3][CH3:4].[N-:30]=[N+:31]=[N-:32].[Na+].N1CCNCC1.[OH-].[Na+]. The catalyst is CN1CCCC1=O.O. The product is [CH3:4][CH2:3][CH2:2][CH2:1][C:5]1[N:9]([CH2:10][C:11]2[CH:16]=[CH:15][C:14]([C:17]3[CH:22]=[CH:21][CH:20]=[CH:19][C:18]=3[C:23]3[N:32]=[N:31][NH:30][N:24]=3)=[CH:13][CH:12]=2)[C:8](=[O:25])[C:7]2([CH2:26][CH2:27][CH2:28][CH2:29]2)[N:6]=1. The yield is 0.944.